This data is from Forward reaction prediction with 1.9M reactions from USPTO patents (1976-2016). The task is: Predict the product of the given reaction. (1) Given the reactants [Cl:1][C:2]1[C:6]([Cl:7])=[C:5]([CH3:8])[NH:4][C:3]=1[C:9]([NH:11][C:12]1[CH:17]=[CH:16][C:15]([C:18]2[N:19]=[N:20][N:21]([CH2:23][C:24]([O:26]CC)=[O:25])[CH:22]=2)=[CH:14][CH:13]=1)=[O:10].Cl, predict the reaction product. The product is: [Cl:1][C:2]1[C:6]([Cl:7])=[C:5]([CH3:8])[NH:4][C:3]=1[C:9]([NH:11][C:12]1[CH:17]=[CH:16][C:15]([C:18]2[N:19]=[N:20][N:21]([CH2:23][C:24]([OH:26])=[O:25])[CH:22]=2)=[CH:14][CH:13]=1)=[O:10]. (2) The product is: [Cl:27][C:5]1[CH:4]=[C:3]([Cl:28])[C:2]([B:32]2[O:33][C:34]([CH3:36])([CH3:35])[C:30]([CH3:46])([CH3:29])[O:31]2)=[CH:26][C:6]=1[C:7]([NH:9][C:10]1[N:14]([C:15]2[CH:20]=[CH:19][CH:18]=[CH:17][CH:16]=2)[N:13]=[C:12]([C:21]([O:23][CH2:24][CH3:25])=[O:22])[CH:11]=1)=[O:8]. Given the reactants Br[C:2]1[C:3]([Cl:28])=[CH:4][C:5]([Cl:27])=[C:6]([CH:26]=1)[C:7]([NH:9][C:10]1[N:14]([C:15]2[CH:20]=[CH:19][CH:18]=[CH:17][CH:16]=2)[N:13]=[C:12]([C:21]([O:23][CH2:24][CH3:25])=[O:22])[CH:11]=1)=[O:8].[CH3:29][C:30]1([CH3:46])[C:34]([CH3:36])([CH3:35])[O:33][B:32]([B:32]2[O:33][C:34]([CH3:36])([CH3:35])[C:30]([CH3:46])([CH3:29])[O:31]2)[O:31]1.C([O-])(=O)C.[K+], predict the reaction product. (3) The product is: [CH2:1]([O:3][C:4]([C:6]1[C:14]2[C:9](=[CH:10][CH:11]=[C:12]([O:15][C:39]3[CH:40]=[CH:41][C:36]([C:35]([F:46])([F:45])[F:34])=[CH:37][CH:38]=3)[CH:13]=2)[N:8]([C:16]2[CH:17]=[CH:18][C:19]([N:22]3[CH2:27][CH2:26][O:25][CH2:24][CH2:23]3)=[CH:20][CH:21]=2)[C:7]=1[CH2:28][C:29]([O:31][CH2:32][CH3:33])=[O:30])=[O:5])[CH3:2]. Given the reactants [CH2:1]([O:3][C:4]([C:6]1[C:14]2[C:9](=[CH:10][CH:11]=[C:12]([OH:15])[CH:13]=2)[N:8]([C:16]2[CH:21]=[CH:20][C:19]([N:22]3[CH2:27][CH2:26][O:25][CH2:24][CH2:23]3)=[CH:18][CH:17]=2)[C:7]=1[CH2:28][C:29]([O:31][CH2:32][CH3:33])=[O:30])=[O:5])[CH3:2].[F:34][C:35]([F:46])([F:45])[C:36]1[CH:41]=[CH:40][C:39](B(O)O)=[CH:38][CH:37]=1, predict the reaction product. (4) Given the reactants [CH3:1][C:2]1[NH:3][C:4]([C:22]([F:25])([F:24])[F:23])=[C:5]([C:20]#[N:21])[C@H:6]([C:10]2[CH:11]=[C:12]3[C:16](=[CH:17][CH:18]=2)[NH:15][N:14]=[C:13]3[CH3:19])[C:7]=1[C:8]#[N:9].C(=O)([O-])O.[OH:30][CH2:31][CH2:32][N+:33]([CH3:36])([CH3:35])[CH3:34], predict the reaction product. The product is: [C:8]([C:7]1[C@@H:6]([C:10]2[CH:11]=[C:12]3[C:16](=[CH:17][CH:18]=2)[NH:15][N:14]=[C:13]3[CH3:19])[C:5]([C:20]#[N:21])=[C:4]([C:22]([F:23])([F:25])[F:24])[N-:3][C:2]=1[CH3:1])#[N:9].[OH:30][CH2:31][CH2:32][N+:33]([CH3:36])([CH3:35])[CH3:34].